Predict the reaction yield, written as a fraction of the theoretical maximum amount of product (1.0 means a 100% yield; for example, 0.34 means a 34% yield). From a dataset of Reaction yield outcomes from USPTO patents with 853,638 reactions. (1) The reactants are [NH:1]1[CH:8]=[CH:7][C:5](=[O:6])[NH:4][C:2]1=[O:3].[F:9][C:10](I)([F:12])[F:11].C(S(CCCC)=O)CCC.S(=O)(=O)(O)O.OO. The catalyst is S([O-])([O-])(=O)=O.[Fe+2]. The product is [F:9][C:10]([F:12])([F:11])[C:7]1[C:5](=[O:6])[NH:4][C:2](=[O:3])[NH:1][CH:8]=1. The yield is 0.00200. (2) The reactants are [Cl:1][C:2]1[CH:7]=[CH:6][C:5]([N:8]2[C:13](=[O:14])[CH:12]=[C:11]([NH:15][C:16]3[CH:21]=[CH:20][C:19]([O:22][CH3:23])=[CH:18][CH:17]=3)[C:10]([C:24](OC)=[O:25])=[N:9]2)=[CH:4][CH:3]=1.O.[NH2:29][NH2:30]. The catalyst is CCO. The product is [Cl:1][C:2]1[CH:3]=[CH:4][C:5]([N:8]2[C:13](=[O:14])[CH:12]=[C:11]([NH:15][C:16]3[CH:17]=[CH:18][C:19]([O:22][CH3:23])=[CH:20][CH:21]=3)[C:10]([C:24]([NH:29][NH2:30])=[O:25])=[N:9]2)=[CH:6][CH:7]=1. The yield is 0.910.